From a dataset of Full USPTO retrosynthesis dataset with 1.9M reactions from patents (1976-2016). Predict the reactants needed to synthesize the given product. (1) The reactants are: [NH2:1][C:2]1[N:23]=[C:22](Cl)[CH:21]=[CH:20][C:3]=1[C:4]([NH:6][CH2:7][C:8]1[S:9][C:10]([O:13][C:14]2[CH:19]=[CH:18][CH:17]=[CH:16][CH:15]=2)=[CH:11][CH:12]=1)=[O:5].[CH2:25]([NH2:28])[CH2:26][NH2:27].O. Given the product [NH2:1][C:2]1[N:23]=[C:22]([NH:27][CH2:26][CH2:25][NH2:28])[CH:21]=[CH:20][C:3]=1[C:4]([NH:6][CH2:7][C:8]1[S:9][C:10]([O:13][C:14]2[CH:19]=[CH:18][CH:17]=[CH:16][CH:15]=2)=[CH:11][CH:12]=1)=[O:5], predict the reactants needed to synthesize it. (2) Given the product [CH2:35]([N:24]1[CH:23]=[N:22][C:21]2[C:25]1=[N:26][CH:27]=[N:28][C:20]=2[N:9]1[CH:10]=[C:11]([C:14]2[CH:19]=[CH:18][CH:17]=[CH:16][CH:15]=2)[C:12](=[O:13])[C:7]([C:1]2[CH:6]=[CH:5][CH:4]=[CH:3][CH:2]=2)=[CH:8]1)[CH3:36], predict the reactants needed to synthesize it. The reactants are: [C:1]1([C:7]2[C:12](=[O:13])[C:11]([C:14]3[CH:19]=[CH:18][CH:17]=[CH:16][CH:15]=3)=[CH:10][N:9]([C:20]3[N:28]=[CH:27][N:26]=[C:25]4[C:21]=3[NH:22][CH:23]=[N:24]4)[CH:8]=2)[CH:6]=[CH:5][CH:4]=[CH:3][CH:2]=1.C([O-])([O-])=O.[K+].[K+].[CH2:35](I)[CH3:36]. (3) Given the product [I:1][C:2]1[C:3]2[CH:10]=[CH:9][N:8]([CH2:14][O:15][CH2:16][CH2:17][Si:18]([CH3:21])([CH3:20])[CH3:19])[C:4]=2[N:5]=[CH:6][N:7]=1, predict the reactants needed to synthesize it. The reactants are: [I:1][C:2]1[C:3]2[CH:10]=[CH:9][NH:8][C:4]=2[N:5]=[CH:6][N:7]=1.[H-].[Na+].Cl[CH2:14][O:15][CH2:16][CH2:17][Si:18]([CH3:21])([CH3:20])[CH3:19].O. (4) Given the product [CH:17]1([CH:23]=[N:10][CH2:9][CH2:8][P:7]([C:11]2[CH:16]=[CH:15][CH:14]=[CH:13][CH:12]=2)[C:1]2[CH:2]=[CH:3][CH:4]=[CH:5][CH:6]=2)[CH2:22][CH2:21][CH2:20][CH2:19][CH2:18]1, predict the reactants needed to synthesize it. The reactants are: [C:1]1([P:7]([C:11]2[CH:16]=[CH:15][CH:14]=[CH:13][CH:12]=2)[CH2:8][CH2:9][NH2:10])[CH:6]=[CH:5][CH:4]=[CH:3][CH:2]=1.[CH:17]1([CH:23]=O)[CH2:22][CH2:21][CH2:20][CH2:19][CH2:18]1. (5) Given the product [Br:12][C:6]1[CH:7]=[C:2]([I:1])[C:3]([NH2:8])=[N:4][CH:5]=1, predict the reactants needed to synthesize it. The reactants are: [I:1][C:2]1[C:3]([NH2:8])=[N:4][CH:5]=[CH:6][CH:7]=1.ClCCl.[Br:12]N1C(=O)CCC1=O. (6) Given the product [CH2:19]([OH:20])[CH:2]([OH:1])[CH2:3][CH2:4][CH2:5][CH2:6][CH2:7][CH2:8][CH2:9][CH2:10][CH2:11][CH2:12][CH2:13][CH2:14][CH2:15][CH3:16], predict the reactants needed to synthesize it. The reactants are: [OH:1][CH:2]([CH2:19][OH:20])[CH2:3][CH2:4][CH2:5][CH2:6][CH2:7][CH2:8][CH2:9][CH2:10][CH2:11][CH2:12][CH2:13][CH2:14][CH2:15][C:16](O)=O.C=CCCCCCCCCCCCCCCCC.